Task: Predict the reactants needed to synthesize the given product.. Dataset: Full USPTO retrosynthesis dataset with 1.9M reactions from patents (1976-2016) Given the product [OH:2][C:3]1[CH:10]=[N:9][CH:8]=[C:7]([O:11][CH3:12])[C:4]=1[CH:5]=[O:6], predict the reactants needed to synthesize it. The reactants are: C[O:2][C:3]1[CH:10]=[N:9][CH:8]=[C:7]([O:11][CH3:12])[C:4]=1[CH:5]=[O:6].[Al+3].[Cl-].[Cl-].[Cl-].